From a dataset of Retrosynthesis with 50K atom-mapped reactions and 10 reaction types from USPTO. Predict the reactants needed to synthesize the given product. (1) Given the product C[C@H]1CN(c2ncc(-c3cccnc3)cc2C=O)C[C@@H](C)O1, predict the reactants needed to synthesize it. The reactants are: C[C@H]1CN(c2ncc(Br)cc2C=O)C[C@@H](C)O1.OB(O)c1cccnc1. (2) Given the product Clc1ccc(C(Cn2ccnc2)OCc2csc3c(Cl)cccc23)c(Cl)c1, predict the reactants needed to synthesize it. The reactants are: Clc1cccc2c(CBr)csc12.OC(Cn1ccnc1)c1ccc(Cl)cc1Cl. (3) Given the product COc1cc2cc(-c3ccccc3)n(Cc3ccc(C#N)o3)c2cc1Cl, predict the reactants needed to synthesize it. The reactants are: COc1cc2cc(-c3ccccc3)n(Cc3ccc(C(N)=O)o3)c2cc1Cl. (4) The reactants are: Cc1ccc(CCC(=O)O)cc1.NCCCOc1ccccc1. Given the product Cc1ccc(CCC(=O)NCCCOc2ccccc2)cc1, predict the reactants needed to synthesize it.